This data is from Catalyst prediction with 721,799 reactions and 888 catalyst types from USPTO. The task is: Predict which catalyst facilitates the given reaction. (1) Reactant: [Br:1][C:2]1[C:7]2[N:8]([CH2:12][CH2:13][CH2:14][C:15]([O:17][CH2:18][CH3:19])=[O:16])[C:9](Cl)=[N:10][C:6]=2[CH:5]=[CH:4][CH:3]=1.[Cl:20][C:21]1[CH:27]=[C:26]([Cl:28])[CH:25]=[CH:24][C:22]=1[NH2:23].O.C1(C)C=CC(S(O)(=O)=O)=CC=1.C(=O)([O-])O.[Na+]. Product: [Br:1][C:2]1[C:7]2[N:8]([CH2:12][CH2:13][CH2:14][C:15]([O:17][CH2:18][CH3:19])=[O:16])[C:9]([NH:23][C:22]3[CH:24]=[CH:25][C:26]([Cl:28])=[CH:27][C:21]=3[Cl:20])=[N:10][C:6]=2[CH:5]=[CH:4][CH:3]=1. The catalyst class is: 113. (2) Reactant: [C:1]([C:3]1[S:7][C:6]([C@:8]23[CH2:16][N:15]([C:17]4[N:22]=[C:21]([C:23]([OH:26])([CH3:25])[CH3:24])[C:20]([F:27])=[CH:19][N:18]=4)[CH2:14][C@H:13]2[CH2:12][S:11][C:10]([NH:28]C(=O)C2C=CC=CC=2)=[N:9]3)=[CH:5][CH:4]=1)#[N:2].N1C=CC=CC=1.Cl.CON. Product: [NH2:28][C:10]1[S:11][CH2:12][C@@H:13]2[CH2:14][N:15]([C:17]3[N:22]=[C:21]([C:23]([OH:26])([CH3:25])[CH3:24])[C:20]([F:27])=[CH:19][N:18]=3)[CH2:16][C@:8]2([C:6]2[S:7][C:3]([C:1]#[N:2])=[CH:4][CH:5]=2)[N:9]=1. The catalyst class is: 8. (3) Reactant: [CH3:1][O:2][C:3]1[CH:4]=[C:5](/[N:11]=[CH:12]/[CH:13]2[C:18](=[O:19])OC(C)(C)OC2=O)[CH:6]=[N:7][C:8]=1[O:9][CH3:10].C1(OC2C=CC=CC=2)C=CC=CC=1. Product: [CH3:10][O:9][C:8]1[N:7]=[C:6]2[C:5](=[CH:4][C:3]=1[O:2][CH3:1])[NH:11][CH:12]=[CH:13][C:18]2=[O:19]. The catalyst class is: 81. (4) Reactant: [CH3:1][C:2]1([CH3:22])[O:7][C:6](=[O:8])[NH:5][C:4]2[CH:9]=[CH:10][C:11]([C:13]3[CH:14]=[C:15]([CH:18]=[C:19]([F:21])[CH:20]=3)[C:16]#[N:17])=[CH:12][C:3]1=2.[H-].[Na+].Cl[CH2:26][O:27][CH3:28]. Product: [F:21][C:19]1[CH:18]=[C:15]([CH:14]=[C:13]([C:11]2[CH:10]=[CH:9][C:4]3[N:5]([CH2:26][O:27][CH3:28])[C:6](=[O:8])[O:7][C:2]([CH3:22])([CH3:1])[C:3]=3[CH:12]=2)[CH:20]=1)[C:16]#[N:17]. The catalyst class is: 3. (5) Reactant: [Cl:1][C:2]1[CH:3]=[CH:4][C:5](F)=[N:6][CH:7]=1.C([O-])([O-])=O.[Cs+].[Cs+].[C:15]([NH:18][C:19]1[N:23]([C@@H:24]2[CH2:29][CH2:28][CH2:27][N:26]([C:30]([O:32][CH2:33][C:34]3[CH:39]=[CH:38][CH:37]=[CH:36][CH:35]=3)=[O:31])[CH2:25]2)[N:22]=[C:21]([C:40]2[CH:45]=[CH:44][C:43]([OH:46])=[CH:42][CH:41]=2)[C:20]=1[C:47]#[N:48])(=[O:17])[CH3:16]. Product: [C:15]([NH:18][C:19]1[N:23]([C@@H:24]2[CH2:29][CH2:28][CH2:27][N:26]([C:30]([O:32][CH2:33][C:34]3[CH:39]=[CH:38][CH:37]=[CH:36][CH:35]=3)=[O:31])[CH2:25]2)[N:22]=[C:21]([C:40]2[CH:41]=[CH:42][C:43]([O:46][C:5]3[CH:4]=[CH:3][C:2]([Cl:1])=[CH:7][N:6]=3)=[CH:44][CH:45]=2)[C:20]=1[C:47]#[N:48])(=[O:17])[CH3:16]. The catalyst class is: 35.